Dataset: Peptide-MHC class I binding affinity with 185,985 pairs from IEDB/IMGT. Task: Regression. Given a peptide amino acid sequence and an MHC pseudo amino acid sequence, predict their binding affinity value. This is MHC class I binding data. (1) The peptide sequence is LMQPAQTSKW. The MHC is Mamu-B17 with pseudo-sequence Mamu-B17. The binding affinity (normalized) is 0.256. (2) The peptide sequence is AYDDAEQMY. The MHC is HLA-A02:01 with pseudo-sequence HLA-A02:01. The binding affinity (normalized) is 0.0847. (3) The binding affinity (normalized) is 0. The peptide sequence is LPGPDTRHL. The MHC is HLA-A02:02 with pseudo-sequence HLA-A02:02.